This data is from Full USPTO retrosynthesis dataset with 1.9M reactions from patents (1976-2016). The task is: Predict the reactants needed to synthesize the given product. (1) The reactants are: [Cl:1][C:2]1[CH:3]=[C:4]([CH:8]=[CH:9][N:10]=1)[C:5](O)=[O:6].Cl.[CH3:12][NH:13][O:14][CH3:15].CN1CCOCC1.CCN=C=NCCCN(C)C.Cl. Given the product [Cl:1][C:2]1[CH:3]=[C:4]([CH:8]=[CH:9][N:10]=1)[C:5]([N:13]([O:14][CH3:15])[CH3:12])=[O:6], predict the reactants needed to synthesize it. (2) Given the product [Br:1][C:2]1[CH:3]=[C:4]2[C:5](=[CH:11][CH:12]=1)[C:6](=[O:8])[N:32]([C:29]1[CH:30]=[CH:31][C:26]([O:25][CH2:24][CH2:23][N:22]([CH:19]([CH3:21])[CH3:20])[CH:35]([CH3:37])[CH3:36])=[C:27]([O:33][CH3:34])[CH:28]=1)[C:9]2=[O:10], predict the reactants needed to synthesize it. The reactants are: [Br:1][C:2]1[CH:3]=[C:4]2[C:9](=[O:10])[O:8][C:6](=O)[C:5]2=[CH:11][CH:12]=1.N1C=CC=CC=1.[CH:19]([N:22]([CH:35]([CH3:37])[CH3:36])[CH2:23][CH2:24][O:25][C:26]1[CH:31]=[CH:30][C:29]([NH2:32])=[CH:28][C:27]=1[O:33][CH3:34])([CH3:21])[CH3:20]. (3) Given the product [I:19][C:3]1[C:4]2[C:9](=[CH:8][CH:7]=[C:6]([C:10]3[S:14][C:13]([NH:15][CH3:16])=[N:12][N:11]=3)[CH:5]=2)[NH:1][CH:2]=1, predict the reactants needed to synthesize it. The reactants are: [NH:1]1[C:9]2[C:4](=[CH:5][C:6]([C:10]3[S:14][C:13]([NH:15][CH3:16])=[N:12][N:11]=3)=[CH:7][CH:8]=2)[CH:3]=[CH:2]1.[OH-].[K+].[I:19]I.S(=O)(O)[O-].[Na+].